This data is from Full USPTO retrosynthesis dataset with 1.9M reactions from patents (1976-2016). The task is: Predict the reactants needed to synthesize the given product. (1) The reactants are: Br[CH2:2][C:3]1[CH:4]=[C:5]([C:8]([O:10][C:11]([CH3:14])([CH3:13])[CH3:12])=[O:9])[S:6][CH:7]=1.Cl.[NH2:16][CH2:17][C:18]([O:20][C:21]([CH3:24])([CH3:23])[CH3:22])=[O:19].C(N(CC)CC)C.C(O[BH-](OC(=O)C)OC(=O)C)(=O)C.[Na+]. Given the product [C:21]([O:20][C:18](=[O:19])[CH2:17][NH:16][CH2:2][C:3]1[CH:4]=[C:5]([C:8]([O:10][C:11]([CH3:14])([CH3:13])[CH3:12])=[O:9])[S:6][CH:7]=1)([CH3:24])([CH3:23])[CH3:22], predict the reactants needed to synthesize it. (2) The reactants are: C([O:3][C:4]([C:6]1([NH:13][C:14](=[O:34])[C:15]2[CH:20]=[CH:19][C:18]([O:21][CH3:22])=[C:17]([O:23][CH2:24][C:25](=[O:33])[C:26]3[CH:27]=[C:28]([CH3:32])[CH:29]=[CH:30][CH:31]=3)[CH:16]=2)[CH2:12][CH2:11][CH2:10][CH2:9][CH2:8][CH2:7]1)=[O:5])C.[BH4-].[Na+]. Given the product [OH:33][CH:25]([C:26]1[CH:27]=[C:28]([CH3:32])[CH:29]=[CH:30][CH:31]=1)[CH2:24][O:23][C:17]1[CH:16]=[C:15]([CH:20]=[CH:19][C:18]=1[O:21][CH3:22])[C:14]([NH:13][C:6]1([C:4]([OH:5])=[O:3])[CH2:12][CH2:11][CH2:10][CH2:9][CH2:8][CH2:7]1)=[O:34], predict the reactants needed to synthesize it.